This data is from Catalyst prediction with 721,799 reactions and 888 catalyst types from USPTO. The task is: Predict which catalyst facilitates the given reaction. (1) Reactant: [F:1][C:2]1[CH:7]=[CH:6][C:5]([OH:8])=[C:4]([CH2:9][CH:10]=[CH2:11])[CH:3]=1.Cl[Sn](Cl)(Cl)Cl.[I:17]I. Product: [F:1][C:2]1[CH:7]=[CH:6][C:5]2[O:8][CH:10]([CH2:11][I:17])[CH2:9][C:4]=2[CH:3]=1. The catalyst class is: 4. (2) Reactant: [CH2:1]([C:3]([C:14]1[CH:19]=[CH:18][C:17]([CH2:20][CH2:21][C:22](=[O:27])[C:23]([CH3:26])([CH3:25])[CH3:24])=[C:16]([CH3:28])[CH:15]=1)([C:6]1[CH:11]=[CH:10][C:9]([OH:12])=[C:8]([CH3:13])[CH:7]=1)[CH2:4][CH3:5])[CH3:2].[F:29][C:30]([F:43])([F:42])[S:31](O[S:31]([C:30]([F:43])([F:42])[F:29])(=[O:33])=[O:32])(=[O:33])=[O:32].N1C=CC=CC=1.[NH4+].[Cl-]. Product: [CH3:24][C:23]([CH3:26])([CH3:25])[C:22](=[O:27])[CH2:21][CH2:20][C:17]1[CH:18]=[CH:19][C:14]([C:3]([C:6]2[CH:11]=[CH:10][C:9]([O:12][S:31]([C:30]([F:43])([F:42])[F:29])(=[O:33])=[O:32])=[C:8]([CH3:13])[CH:7]=2)([CH2:4][CH3:5])[CH2:1][CH3:2])=[CH:15][C:16]=1[CH3:28]. The catalyst class is: 2.